From a dataset of NCI-60 drug combinations with 297,098 pairs across 59 cell lines. Regression. Given two drug SMILES strings and cell line genomic features, predict the synergy score measuring deviation from expected non-interaction effect. Drug 1: CC1=C2C(C(=O)C3(C(CC4C(C3C(C(C2(C)C)(CC1OC(=O)C(C(C5=CC=CC=C5)NC(=O)OC(C)(C)C)O)O)OC(=O)C6=CC=CC=C6)(CO4)OC(=O)C)OC)C)OC. Synergy scores: CSS=40.7, Synergy_ZIP=1.97, Synergy_Bliss=1.65, Synergy_Loewe=-1.58, Synergy_HSA=3.50. Drug 2: C1C(C(OC1N2C=NC3=C2NC=NCC3O)CO)O. Cell line: ACHN.